Dataset: Full USPTO retrosynthesis dataset with 1.9M reactions from patents (1976-2016). Task: Predict the reactants needed to synthesize the given product. (1) Given the product [CH2:1]([O:3][C:4]([CH:6]1[CH2:11][CH2:10][C:9]([C:12]2[S:13][C:14]([Br:26])=[CH:15][N:16]=2)([OH:17])[CH2:8][CH:7]1[CH3:18])=[O:5])[CH3:2], predict the reactants needed to synthesize it. The reactants are: [CH2:1]([O:3][C:4]([CH:6]1[CH2:11][CH2:10][C:9]([OH:17])([C:12]2[S:13][CH:14]=[CH:15][N:16]=2)[CH2:8][CH:7]1[CH3:18])=[O:5])[CH3:2].C1C(=O)N([Br:26])C(=O)C1.O.CCOC(C)=O. (2) Given the product [Cl:18][C:19]1[CH:20]=[C:21]([CH3:33])[C:22]([CH:26]2[C:30](=[O:31])[N:7]3[CH2:6][CH2:5][N:4]([O:3][CH3:2])[CH2:10][CH2:9][N:8]3[C:27]2=[O:28])=[C:23]([CH3:25])[CH:24]=1, predict the reactants needed to synthesize it. The reactants are: Cl.[CH3:2][O:3][N:4]1[CH2:10][CH2:9][NH:8][NH:7][CH2:6][CH2:5]1.C(N(CC)CC)C.[Cl:18][C:19]1[CH:24]=[C:23]([CH3:25])[C:22]([CH:26]([C:30](N)=[O:31])[C:27](N)=[O:28])=[C:21]([CH3:33])[CH:20]=1. (3) The reactants are: C(O[C:6]([N:8]1[CH2:13][CH2:12][N:11](C2C(=O)N(CC(C)C)N=C(C3C=CC(C)=C(F)C=3)C=2C)[CH2:10][CH2:9]1)=O)(C)(C)C.[Cl:34][C:35]1[CH:62]=[CH:61][CH:60]=[C:59]([Cl:63])[C:36]=1[CH2:37][N:38]1[C:43](=[O:44])[C:42]([CH2:45]OS(C)(=O)=O)=[CH:41][C:40]([C:51]2[CH:56]=[CH:55][C:54]([F:57])=[C:53]([CH3:58])[CH:52]=2)=[N:39]1. Given the product [Cl:63][C:59]1[CH:60]=[CH:61][CH:62]=[C:35]([Cl:34])[C:36]=1[CH2:37][N:38]1[C:43](=[O:44])[C:42]([CH2:45][N:11]2[CH2:12][CH2:13][N:8]([CH3:6])[CH2:9][CH2:10]2)=[CH:41][C:40]([C:51]2[CH:56]=[CH:55][C:54]([F:57])=[C:53]([CH3:58])[CH:52]=2)=[N:39]1, predict the reactants needed to synthesize it. (4) Given the product [Cl:19][C:16]1[CH:15]=[CH:14][C:13]([C@H:11]2[C@@H:10]([C:20]3[CH:25]=[CH:24][C:23]([Cl:26])=[CH:22][CH:21]=3)[N:9]([C:27]([N:49]3[CH2:48][CH2:47][N:46]([CH2:45][CH2:44][S:41]([CH3:40])(=[O:42])=[O:43])[CH2:51][CH2:50]3)=[O:28])[C:8]([C:6]3[C:5]([O:30][CH2:31][CH3:32])=[CH:4][C:3]([C:33]([CH3:34])([CH3:35])[C:36]#[N:37])=[C:2]([Cl:1])[CH:7]=3)=[N:12]2)=[CH:18][CH:17]=1, predict the reactants needed to synthesize it. The reactants are: [Cl:1][C:2]1[C:3]([C:33]([C:36]#[N:37])([CH3:35])[CH3:34])=[CH:4][C:5]([O:30][CH2:31][CH3:32])=[C:6]([C:8]2[N:9]([C:27](Cl)=[O:28])[C@H:10]([C:20]3[CH:25]=[CH:24][C:23]([Cl:26])=[CH:22][CH:21]=3)[C@H:11]([C:13]3[CH:18]=[CH:17][C:16]([Cl:19])=[CH:15][CH:14]=3)[N:12]=2)[CH:7]=1.Cl.Cl.[CH3:40][S:41]([CH2:44][CH2:45][N:46]1[CH2:51][CH2:50][NH:49][CH2:48][CH2:47]1)(=[O:43])=[O:42]. (5) Given the product [Cl:9][C:10]1[CH:44]=[CH:43][CH:42]=[CH:41][C:11]=1[CH2:12][N:13]1[C:21]2[C:20](=[O:22])[N:19]([CH3:23])[C:18](=[O:24])[N:17]([CH3:25])[C:16]=2[C:15]([O:26][CH3:1])=[C:14]1[N:27]1[CH2:32][CH2:31][CH2:30][C@@H:29]([NH:33][C:34](=[O:40])[O:35][C:36]([CH3:38])([CH3:39])[CH3:37])[CH2:28]1, predict the reactants needed to synthesize it. The reactants are: [C:1](=O)([O-])[O-].[K+].[K+].CI.[Cl:9][C:10]1[CH:44]=[CH:43][CH:42]=[CH:41][C:11]=1[CH2:12][N:13]1[C:21]2[C:20](=[O:22])[N:19]([CH3:23])[C:18](=[O:24])[N:17]([CH3:25])[C:16]=2[C:15]([OH:26])=[C:14]1[N:27]1[CH2:32][CH2:31][CH2:30][C@@H:29]([NH:33][C:34](=[O:40])[O:35][C:36]([CH3:39])([CH3:38])[CH3:37])[CH2:28]1.S([O-])(O)(=O)=O.[K+]. (6) Given the product [C:36]([O:40][C:41]([NH:43][C@H:44]1[CH2:48][CH2:47][N:46]([S:2]([C:5]2[CH:6]=[C:7]3[C:12](=[CH:13][CH:14]=2)[CH:11]=[N:10][CH:9]=[CH:8]3)(=[O:4])=[O:3])[CH2:45]1)=[O:42])([CH3:39])([CH3:37])[CH3:38], predict the reactants needed to synthesize it. The reactants are: Cl[S:2]([C:5]1[CH:6]=[C:7]2[C:12](=[CH:13][CH:14]=1)[CH:11]=[N:10][CH:9]=[CH:8]2)(=[O:4])=[O:3].Cl.Cl.N[C@@H]1CCN(S(C2C=C3C(=CC=2)C=NC=C3)(=O)=O)C1.[C:36]([O:40][C:41]([NH:43][C@H:44]1[CH2:48][CH2:47][NH:46][CH2:45]1)=[O:42])([CH3:39])([CH3:38])[CH3:37].C(N(CC)CC)C. (7) Given the product [Br:1][C:2]1[CH:7]=[CH:6][CH:5]=[C:4]([Br:8])[C:3]=1[CH2:9][Br:10], predict the reactants needed to synthesize it. The reactants are: [Br:1][C:2]1[CH:7]=[CH:6][CH:5]=[C:4]([Br:8])[C:3]=1[CH3:9].[Br:10]N1C(=O)CCC1=O. (8) Given the product [Br:49][C@H:22]1[C@H:23]2[C@H:24]([C:26](=[O:28])[O:27]2)[CH2:25][C@H:21]1[NH:20][C:1]([C:8]1[CH:13]=[CH:12][CH:11]=[CH:10][CH:9]=1)([C:14]1[CH:15]=[CH:16][CH:17]=[CH:18][CH:19]=1)[C:2]1[CH:3]=[CH:4][CH:5]=[CH:6][CH:7]=1, predict the reactants needed to synthesize it. The reactants are: [C:1]([NH:20][C@@H:21]1[CH2:25][C@@H:24]([C:26]([OH:28])=[O:27])[CH:23]=[CH:22]1)([C:14]1[CH:19]=[CH:18][CH:17]=[CH:16][CH:15]=1)([C:8]1[CH:13]=[CH:12][CH:11]=[CH:10][CH:9]=1)[C:2]1[CH:7]=[CH:6][CH:5]=[CH:4][CH:3]=1.[OH-].C([N+](CCCC)(CCCC)CCCC)CCC.N#N.[Br:49]Br.[O-]S([O-])=O.[Na+].[Na+]. (9) Given the product [Br:1][C:2]1[CH:11]=[C:10]([Br:12])[C:9]([OH:13])=[C:8]2[C:3]=1[CH:4]=[CH:5][C:6]([CH:14]=[O:16])=[N:7]2, predict the reactants needed to synthesize it. The reactants are: [Br:1][C:2]1[CH:11]=[C:10]([Br:12])[C:9]([OH:13])=[C:8]2[C:3]=1[CH:4]=[CH:5][C:6]([CH3:14])=[N:7]2.[Se](=O)=[O:16].O1CCOCC1. (10) Given the product [C:1]([O:5][C:6](=[O:19])[NH:7][C:8]([C:12]1[CH:17]=[CH:16][CH:15]=[C:14]([Br:18])[CH:13]=1)([CH:9]([F:10])[F:11])[CH:20]=[CH2:21])([CH3:4])([CH3:2])[CH3:3], predict the reactants needed to synthesize it. The reactants are: [C:1]([O:5][C:6](=[O:19])[N:7]=[C:8]([C:12]1[CH:17]=[CH:16][CH:15]=[C:14]([Br:18])[CH:13]=1)[CH:9]([F:11])[F:10])([CH3:4])([CH3:3])[CH3:2].[CH:20]([Mg]Br)=[CH2:21].[NH4+].[Cl-].